This data is from Reaction yield outcomes from USPTO patents with 853,638 reactions. The task is: Predict the reaction yield, written as a fraction of the theoretical maximum amount of product (1.0 means a 100% yield; for example, 0.34 means a 34% yield). (1) The reactants are [OH:1][CH2:2][C:3]1[CH:8]=[C:7]([N+:9]([O-:11])=[O:10])[CH:6]=[CH:5][C:4]=1[OH:12].[CH2:13](Br)[C:14]1[CH:19]=[CH:18][CH:17]=[CH:16][CH:15]=1.COC(O)C1C=C([N+]([O-])=O)C=CC=1OC. No catalyst specified. The product is [CH2:13]([O:12][C:4]1[CH:5]=[CH:6][C:7]([N+:9]([O-:11])=[O:10])=[CH:8][C:3]=1[CH2:2][OH:1])[C:14]1[CH:19]=[CH:18][CH:17]=[CH:16][CH:15]=1. The yield is 0.840. (2) The reactants are [Cl:1][C:2]1[CH:19]=[C:18]([Cl:20])[CH:17]=[CH:16][C:3]=1[CH2:4][N:5]([CH3:15])[CH2:6][C:7]([C:9]1[CH:14]=[CH:13][CH:12]=[CH:11][CH:10]=1)=[O:8].[BH4-].[Na+]. The catalyst is CO. The product is [Cl:1][C:2]1[CH:19]=[C:18]([Cl:20])[CH:17]=[CH:16][C:3]=1[CH2:4][N:5]([CH3:15])[CH2:6][CH:7]([C:9]1[CH:14]=[CH:13][CH:12]=[CH:11][CH:10]=1)[OH:8]. The yield is 0.790. (3) The reactants are C(O[CH:4](OCC)[C:5]1[CH:25]=[CH:24][C:8]([CH2:9][N:10]([CH:18]2[CH2:23][CH2:22][O:21][CH2:20][CH2:19]2)[C:11](=[O:17])[O:12][C:13]([CH3:16])([CH3:15])[CH3:14])=[CH:7][CH:6]=1)C.Cl.[NH2:30][OH:31]. The catalyst is C1COCC1.O.C(Cl)Cl.[Cl-].[Na+].O. The product is [OH:31][N:30]=[CH:4][C:5]1[CH:25]=[CH:24][C:8]([CH2:9][N:10]([CH:18]2[CH2:23][CH2:22][O:21][CH2:20][CH2:19]2)[C:11](=[O:17])[O:12][C:13]([CH3:16])([CH3:15])[CH3:14])=[CH:7][CH:6]=1. The yield is 0.710. (4) The product is [CH2:1]([O:3][C:4]([C:6]1[CH:7]=[N:8][C:9]2[C:14]([C:15]=1[O:16][CH2:28][CH2:29][CH2:30][CH2:31][CH2:32][O:33][C:34]1[C:35](=[O:42])[CH:36]=[C:37]([CH2:40][OH:41])[O:38][CH:39]=1)=[CH:13][CH:12]=[C:11]([C:17]([F:20])([F:18])[F:19])[CH:10]=2)=[O:5])[CH3:2]. The reactants are [CH2:1]([O:3][C:4]([C:6]1[CH:7]=[N:8][C:9]2[C:14]([C:15]=1[OH:16])=[CH:13][CH:12]=[C:11]([C:17]([F:20])([F:19])[F:18])[CH:10]=2)=[O:5])[CH3:2].C([O-])([O-])=O.[Cs+].[Cs+].Br[CH2:28][CH2:29][CH2:30][CH2:31][CH2:32][O:33][C:34]1[C:35](=[O:42])[CH:36]=[C:37]([CH2:40][OH:41])[O:38][CH:39]=1.O. The catalyst is CN(C=O)C. The yield is 0.310.